The task is: Regression/Classification. Given a drug SMILES string, predict its absorption, distribution, metabolism, or excretion properties. Task type varies by dataset: regression for continuous measurements (e.g., permeability, clearance, half-life) or binary classification for categorical outcomes (e.g., BBB penetration, CYP inhibition). Dataset: cyp3a4_veith.. This data is from CYP3A4 inhibition data for predicting drug metabolism from PubChem BioAssay. The compound is COc1ccc(Oc2ncc3nc(-c4ccccc4)c(=O)n(CCC#N)c3n2)cc1. The result is 1 (inhibitor).